This data is from Reaction yield outcomes from USPTO patents with 853,638 reactions. The task is: Predict the reaction yield, written as a fraction of the theoretical maximum amount of product (1.0 means a 100% yield; for example, 0.34 means a 34% yield). The reactants are [CH:1]1([CH:6]([N:12]2[CH:16]=[C:15]([C:17]3[C:18]4[CH:25]=[CH:24][N:23](COCC[Si](C)(C)C)[C:19]=4[N:20]=[CH:21][N:22]=3)[CH:14]=[N:13]2)[CH2:7][CH:8]=[C:9]([F:11])[F:10])[CH2:5][CH2:4][CH2:3][CH2:2]1.[C:34]([OH:40])([C:36]([F:39])([F:38])[F:37])=[O:35]. The catalyst is C(Cl)Cl. The product is [F:37][C:36]([F:39])([F:38])[C:34]([OH:40])=[O:35].[CH:1]1([CH:6]([N:12]2[CH:16]=[C:15]([C:17]3[C:18]4[CH:25]=[CH:24][NH:23][C:19]=4[N:20]=[CH:21][N:22]=3)[CH:14]=[N:13]2)[CH2:7][CH:8]=[C:9]([F:10])[F:11])[CH2:5][CH2:4][CH2:3][CH2:2]1. The yield is 0.980.